Dataset: Cav3 T-type calcium channel HTS with 100,875 compounds. Task: Binary Classification. Given a drug SMILES string, predict its activity (active/inactive) in a high-throughput screening assay against a specified biological target. The result is 0 (inactive). The molecule is O(c1ccc(CCNC(OCC)=O)cc1)C.